Task: Predict the reactants needed to synthesize the given product.. Dataset: Full USPTO retrosynthesis dataset with 1.9M reactions from patents (1976-2016) (1) Given the product [CH3:25][O:12][C:10]([C:7]1[C:6]2[CH:5]=[CH:20][NH:19][C:18]=2[CH:17]=[CH:16][CH:8]=1)=[O:11], predict the reactants needed to synthesize it. The reactants are: N1C2C(=[CH:5][CH:6]=[C:7]([C:10]([OH:12])=[O:11])[CH:8]=2)C=C1.Cl.CN(C)[CH2:16][CH2:17][CH2:18][N:19]=[C:20]=NCC.[CH3:25]O. (2) Given the product [Cl:1][C:2]1[CH:3]=[C:4]2[C:8](=[CH:9][CH:10]=1)[NH:7][CH:6]([CH3:11])[CH2:5]2, predict the reactants needed to synthesize it. The reactants are: [Cl:1][C:2]1[CH:3]=[C:4]2[C:8](=[CH:9][CH:10]=1)[NH:7][C:6]([CH3:11])=[CH:5]2.C([BH3-])#N.[Na+]. (3) Given the product [OH:46][NH:45][C:12]([CH2:11][CH2:10][CH2:9][CH2:8][CH2:7][NH:6][C:4](=[O:5])[C:3]1[CH:15]=[CH:16][CH:17]=[C:18]([C:19]2[CH:24]=[CH:23][CH:22]=[CH:21][CH:20]=2)[C:2]=1[CH3:1])=[O:13], predict the reactants needed to synthesize it. The reactants are: [CH3:1][C:2]1[C:18]([C:19]2[CH:24]=[CH:23][CH:22]=[CH:21][CH:20]=2)=[CH:17][CH:16]=[CH:15][C:3]=1[C:4]([NH:6][CH2:7][CH2:8][CH2:9][CH2:10][CH2:11][C:12](O)=[O:13])=[O:5].BrC1C(C)=C(C=CC=1)C(NCCCCCC(O)=O)=O.Cl.[NH2:45][OH:46]. (4) The reactants are: [CH3:1][C:2]1[CH:6]=[C:5]([CH3:7])[NH:4][N:3]=1.[H-].[Na+].[Cl:10][C:11]1[CH:16]=[CH:15][C:14]([NH:17][C:18]2[CH:23]=[CH:22][CH:21]=[C:20](F)[N:19]=2)=[CH:13][CH:12]=1.O. Given the product [Cl:10][C:11]1[CH:16]=[CH:15][C:14]([NH:17][C:18]2[CH:23]=[CH:22][CH:21]=[C:20]([N:3]3[C:2]([CH3:1])=[CH:6][C:5]([CH3:7])=[N:4]3)[N:19]=2)=[CH:13][CH:12]=1, predict the reactants needed to synthesize it. (5) Given the product [NH2:1][C:2]1[CH:3]=[CH:4][C:5]([CH3:31])=[C:6]([C:8]2[C:9]3[CH:21]=[CH:20][C:19](=[O:22])[N:18]([C:23]4[C:28]([F:29])=[CH:27][CH:26]=[CH:25][C:24]=4[F:30])[C:10]=3[N:11]=[C:12]([NH:32][CH:33]3[CH2:38][CH2:37][NH:36][CH2:35][CH2:34]3)[N:13]=2)[CH:7]=1, predict the reactants needed to synthesize it. The reactants are: [NH2:1][C:2]1[CH:3]=[CH:4][C:5]([CH3:31])=[C:6]([C:8]2[C:9]3[CH:21]=[CH:20][C:19](=[O:22])[N:18]([C:23]4[C:28]([F:29])=[CH:27][CH:26]=[CH:25][C:24]=4[F:30])[C:10]=3[N:11]=[C:12](S(C)(=O)=O)[N:13]=2)[CH:7]=1.[NH2:32][CH:33]1[CH2:38][CH2:37][N:36](C(OC(C)(C)C)=O)[CH2:35][CH2:34]1. (6) Given the product [S:22]1[CH:23]=[C:19]([C:12]2[CH:13]=[CH:14][C:9]([CH2:8][OH:7])=[CH:10][CH:11]=2)[N:20]=[CH:21]1, predict the reactants needed to synthesize it. The reactants are: C(=O)([O-])[O-].[K+].[K+].[OH:7][CH2:8][C:9]1[CH:14]=[CH:13][C:12](B(O)O)=[CH:11][CH:10]=1.Br[C:19]1[N:20]=[CH:21][S:22][CH:23]=1. (7) Given the product [CH2:17]([O:1][C:2]1[CH:7]=[CH:6][C:5]([CH:8]([CH3:11])[C:9]#[N:10])=[CH:4][CH:3]=1)[C:18]1[CH:23]=[CH:22][CH:21]=[CH:20][CH:19]=1, predict the reactants needed to synthesize it. The reactants are: [OH:1][C:2]1[CH:7]=[CH:6][C:5]([CH2:8][C:9]#[N:10])=[CH:4][CH:3]=1.[C:11](=O)([O-])[O-].[K+].[K+].[CH2:17](Br)[C:18]1[CH:23]=[CH:22][CH:21]=[CH:20][CH:19]=1.[I-].[K+]. (8) Given the product [CH:1]1([NH:4][C:5]2[C:10]([C:11]([NH2:13])=[O:12])=[CH:9][N:8]=[C:7]([NH:14][C:15]3[CH:16]=[CH:17][C:18]([CH:21]4[CH2:26][CH2:25][N:24]([C:27]([N:28]5[CH2:29][CH2:36][O:35][CH2:34][CH2:30]5)=[O:31])[CH2:23][CH2:22]4)=[CH:19][CH:20]=3)[N:6]=2)[CH2:2][CH2:3]1, predict the reactants needed to synthesize it. The reactants are: [CH:1]1([NH:4][C:5]2[C:10]([C:11]([NH2:13])=[O:12])=[CH:9][N:8]=[C:7]([NH:14][C:15]3[CH:20]=[CH:19][C:18]([CH:21]4[CH2:26][CH2:25][N:24]([C:27](=[O:31])[N:28]([CH3:30])[CH3:29])[CH2:23][CH2:22]4)=[CH:17][CH:16]=3)[N:6]=2)[CH2:3][CH2:2]1.N1(C(Cl)=O)C[CH2:36][O:35][CH2:34]C1. (9) The reactants are: Cl[C:2]1[N:6]([CH3:7])[C:5]2[CH:8]=[CH:9][CH:10]=[CH:11][C:4]=2[N:3]=1.[Cl:12][C:13]1[CH:14]=[C:15]2[N:21]([CH2:22][CH3:23])[C:20](=[O:24])[N:19]([C:25]3[CH:30]=[CH:29][C:28]([OH:31])=[CH:27][CH:26]=3)[C:16]2=[N:17][CH:18]=1.[H-].[Na+]. Given the product [Cl:12][C:13]1[CH:14]=[C:15]2[N:21]([CH2:22][CH3:23])[C:20](=[O:24])[N:19]([C:25]3[CH:30]=[CH:29][C:28]([O:31][C:2]4[N:6]([CH3:7])[C:5]5[CH:8]=[CH:9][CH:10]=[CH:11][C:4]=5[N:3]=4)=[CH:27][CH:26]=3)[C:16]2=[N:17][CH:18]=1, predict the reactants needed to synthesize it.